The task is: Predict the reactants needed to synthesize the given product.. This data is from Full USPTO retrosynthesis dataset with 1.9M reactions from patents (1976-2016). (1) Given the product [CH:23]1([C:21]2[N:12]3[C:13]([C:14](=[O:16])[NH:15][C:10]([C:6]4[CH:7]=[CH:8][CH:9]=[C:4]([N+:1]([O-:3])=[O:2])[CH:5]=4)=[N:11]3)=[C:17]([CH2:18][CH3:19])[N:20]=2)[CH2:27][CH2:26][CH2:25][CH2:24]1, predict the reactants needed to synthesize it. The reactants are: [N+:1]([C:4]1[CH:5]=[C:6]([C:10]2[NH:15][C:14](=[O:16])[C:13]([CH:17]([NH:20][C:21]([CH:23]3[CH2:27][CH2:26][CH2:25][CH2:24]3)=O)[CH2:18][CH3:19])=[N:12][N:11]=2)[CH:7]=[CH:8][CH:9]=1)([O-:3])=[O:2].P(Cl)(Cl)(Cl)=O. (2) Given the product [NH2:1][C:2]1[N:10]=[C:9]2[C:5]([N:6]=[CH:7][N:8]2[C@@H:11]2[O:17][C@H:16]([CH2:18][OH:19])[C@@H:14]([OH:15])[C@@:12]2([CH3:20])[OH:13])=[C:4]([NH:25][CH2:26][C:27]([NH2:29])=[O:28])[N:3]=1, predict the reactants needed to synthesize it. The reactants are: [NH2:1][C:2]1[N:10]=[C:9]2[C:5]([N:6]=[CH:7][N:8]2[C@@H:11]2[O:17][C@H:16]([CH2:18][OH:19])[C@@H:14]([OH:15])[C@@:12]2([CH3:20])[OH:13])=[C:4](Cl)[N:3]=1.CO.Cl.[NH2:25][CH2:26][C:27]([NH2:29])=[O:28]. (3) Given the product [C:39]([O:38][C:36]([CH:8]([NH:7][CH:1]1[CH2:2][CH2:3][CH2:4][CH2:5][CH2:6]1)[CH2:9][CH2:10][NH:11][C:12](=[O:35])[CH2:13][C:14]1[C:22]2[C:17](=[CH:18][CH:19]=[C:20]([O:23][CH3:24])[CH:21]=2)[N:16]([C:25](=[O:33])[C:26]2[CH:27]=[CH:28][C:29]([Cl:32])=[CH:30][CH:31]=2)[C:15]=1[CH3:34])=[O:37])([CH3:42])([CH3:41])[CH3:40], predict the reactants needed to synthesize it. The reactants are: [CH:1]1([NH:7][CH2:8][CH2:9][CH2:10][NH:11][C:12](=[O:35])[CH2:13][C:14]2[C:22]3[C:17](=[CH:18][CH:19]=[C:20]([O:23][CH3:24])[CH:21]=3)[N:16]([C:25](=[O:33])[C:26]3[CH:31]=[CH:30][C:29]([Cl:32])=[CH:28][CH:27]=3)[C:15]=2[CH3:34])[CH2:6][CH2:5][CH2:4][CH2:3][CH2:2]1.[C:36](O[C:36]([O:38][C:39]([CH3:42])([CH3:41])[CH3:40])=[O:37])([O:38][C:39]([CH3:42])([CH3:41])[CH3:40])=[O:37].C(OCC)(=O)C.C(O)(=O)CC(CC(O)=O)(C(O)=O)O.